From a dataset of Catalyst prediction with 721,799 reactions and 888 catalyst types from USPTO. Predict which catalyst facilitates the given reaction. Reactant: [N:1]([C:4]1[CH:9]=[CH:8][N:7]=[CH:6][CH:5]=1)=[N+:2]=[N-:3].[C:10]([C:12]1[CH2:13][CH2:14][N:15]([C:18]([O:20][C:21]([CH3:24])([CH3:23])[CH3:22])=[O:19])[CH2:16][CH:17]=1)#[CH:11]. Product: [N:7]1[CH:8]=[CH:9][C:4]([N:1]2[CH:11]=[C:10]([C:12]3[CH2:17][CH2:16][N:15]([C:18]([O:20][C:21]([CH3:24])([CH3:23])[CH3:22])=[O:19])[CH2:14][CH:13]=3)[N:3]=[N:2]2)=[CH:5][CH:6]=1. The catalyst class is: 11.